Dataset: Catalyst prediction with 721,799 reactions and 888 catalyst types from USPTO. Task: Predict which catalyst facilitates the given reaction. Reactant: C([N:8]1[CH2:17][C:16]2[NH:15][C:14]3[CH2:18][O:19][C:20](=[O:21])[C:13]=3[CH:12]([C:22]3[CH:27]=[CH:26][C:25]([F:28])=[C:24]([Br:29])[CH:23]=3)[C:11]=2[C:10](=[O:30])[CH2:9]1)C1C=CC=CC=1.[Cl:31]C(OC=C)=O. Product: [ClH:31].[Br:29][C:24]1[CH:23]=[C:22]([CH:12]2[C:11]3[C:10](=[O:30])[CH2:9][NH:8][CH2:17][C:16]=3[NH:15][C:14]3[CH2:18][O:19][C:20](=[O:21])[C:13]2=3)[CH:27]=[CH:26][C:25]=1[F:28]. The catalyst class is: 2.